This data is from Ames mutagenicity test results for genotoxicity prediction. The task is: Regression/Classification. Given a drug SMILES string, predict its toxicity properties. Task type varies by dataset: regression for continuous values (e.g., LD50, hERG inhibition percentage) or binary classification for toxic/non-toxic outcomes (e.g., AMES mutagenicity, cardiotoxicity, hepatotoxicity). Dataset: ames. (1) The compound is O=C(O)c1cc(O)c2c(c1)C(=O)c1cccc(O)c1C2=O. The result is 1 (mutagenic). (2) The molecule is C=C(C)C(=O)OCCCCCOC(=O)C(=C)C. The result is 0 (non-mutagenic). (3) The molecule is Clc1ccc(C(Cl)(Cl)Cl)cc1. The result is 1 (mutagenic). (4) The compound is OC[C@H](O)[C@@H](O)[C@H](O)[C@H](O)CO. The result is 0 (non-mutagenic). (5) The compound is c1ccc(-c2ccc([C@@H]3CO3)cc2)cc1. The result is 1 (mutagenic).